Dataset: Catalyst prediction with 721,799 reactions and 888 catalyst types from USPTO. Task: Predict which catalyst facilitates the given reaction. (1) Reactant: [NH2:1][C:2]1[CH:10]=[CH:9][CH:8]=[C:4]([C:5]([OH:7])=O)[C:3]=1[C:11]([OH:13])=O.[NH2:14][CH:15]1[CH2:20][CH2:19][CH2:18][NH:17][C:16]1=[O:21]. Product: [NH2:1][C:2]1[CH:10]=[CH:9][CH:8]=[C:4]2[C:3]=1[C:11](=[O:13])[N:14]([CH:15]1[CH2:20][CH2:19][CH2:18][NH:17][C:16]1=[O:21])[C:5]2=[O:7]. The catalyst class is: 3. (2) Reactant: Br[CH2:2][CH:3]1[CH2:8][CH2:7][CH2:6][CH2:5][CH2:4]1.[N-:9]=[N+:10]=[N-:11].[Na+]. Product: [N:9]([CH2:2][CH:3]1[CH2:8][CH2:7][CH2:6][CH2:5][CH2:4]1)=[N+:10]=[N-:11]. The catalyst class is: 255. (3) Reactant: [C:1]([NH:5][C:6](=[O:26])[C:7]1[CH:12]=[CH:11][CH:10]=[C:9]([CH2:13][N:14]2[C:22]3[C:17](=[CH:18][C:19]([N+:23]([O-])=O)=[CH:20][CH:21]=3)[CH:16]=[N:15]2)[CH:8]=1)([CH3:4])([CH3:3])[CH3:2]. Product: [NH2:23][C:19]1[CH:18]=[C:17]2[C:22](=[CH:21][CH:20]=1)[N:14]([CH2:13][C:9]1[CH:8]=[C:7]([CH:12]=[CH:11][CH:10]=1)[C:6]([NH:5][C:1]([CH3:3])([CH3:4])[CH3:2])=[O:26])[N:15]=[CH:16]2. The catalyst class is: 612. (4) Reactant: [NH2:1][C:2]1[CH:10]=[CH:9][CH:8]=[C:7]2[C:3]=1[CH:4]=[N:5][N:6]2[C:11]([C:20]1[CH:25]=[CH:24][C:23]([C:26]([F:29])([F:28])[F:27])=[CH:22][CH:21]=1)([CH2:16][CH:17]([F:19])[F:18])[C:12]([O:14][CH3:15])=[O:13].CN1CCOCC1.[CH3:37][S:38](Cl)(=[O:40])=[O:39]. Product: [F:19][CH:17]([F:18])[CH2:16][C:11]([N:6]1[C:7]2[C:3](=[C:2]([NH:1][S:38]([CH3:37])(=[O:40])=[O:39])[CH:10]=[CH:9][CH:8]=2)[CH:4]=[N:5]1)([C:20]1[CH:21]=[CH:22][C:23]([C:26]([F:28])([F:29])[F:27])=[CH:24][CH:25]=1)[C:12]([O:14][CH3:15])=[O:13]. The catalyst class is: 4. (5) Reactant: [Cl:1][C:2]1[CH:3]=[C:4]([CH:8]([NH:11][C:12]2[O:13][C:14]3[C:20]([O:21][CH3:22])=[CH:19][C:18]([C:23](O)=[O:24])=[CH:17][C:15]=3[N:16]=2)[CH2:9][F:10])[CH:5]=[CH:6][CH:7]=1.[CH3:26][C:27]1([CH3:35])[CH2:32][NH:31][CH:30]([CH2:33][OH:34])[CH2:29][O:28]1.C(N(CC)C(C)C)(C)C.CN(C(ON1N=NC2C=CC=NC1=2)=[N+](C)C)C.F[P-](F)(F)(F)(F)F. Product: [Cl:1][C:2]1[CH:3]=[C:4]([CH:8]([NH:11][C:12]2[O:13][C:14]3[C:20]([O:21][CH3:22])=[CH:19][C:18]([C:23]([N:31]4[CH:30]([CH2:33][OH:34])[CH2:29][O:28][C:27]([CH3:35])([CH3:26])[CH2:32]4)=[O:24])=[CH:17][C:15]=3[N:16]=2)[CH2:9][F:10])[CH:5]=[CH:6][CH:7]=1. The catalyst class is: 9. (6) Reactant: [C:1](=O)([O:43]C1C=CC([N+]([O-])=O)=CC=1)[O:2][C:3]1[CH:8]=[CH:7][C:6]([CH2:9][C@H:10]([NH:31][C:32]([O:34][C@@H:35]2[C@H:42]3[C@H:38]([O:39][CH2:40][CH2:41]3)[O:37][CH2:36]2)=[O:33])[C@H:11]([OH:30])[CH2:12][N:13]([S:18]([C:21]2[CH:29]=[CH:28][C:24]3[O:25][CH2:26][O:27][C:23]=3[CH:22]=2)(=[O:20])=[O:19])[CH2:14][CH:15]([CH3:17])[CH3:16])=[CH:5][CH:4]=1.[N:54]1([CH2:59][CH2:60][NH2:61])[CH:58]=[CH:57][N:56]=[CH:55]1. Product: [O:25]1[C:24]2[CH:28]=[CH:29][C:21]([S:18]([N:13]([CH2:14][CH:15]([CH3:16])[CH3:17])[CH2:12][C@@H:11]([OH:30])[C@@H:10]([NH:31][C:32](=[O:33])[O:34][C@@H:35]3[C@H:42]4[C@H:38]([O:39][CH2:40][CH2:41]4)[O:37][CH2:36]3)[CH2:9][C:6]3[CH:5]=[CH:4][C:3]([O:2][C:1]([NH:61][CH2:60][CH2:59][N:54]4[CH:58]=[CH:57][N:56]=[CH:55]4)=[O:43])=[CH:8][CH:7]=3)(=[O:20])=[O:19])=[CH:22][C:23]=2[O:27][CH2:26]1. The catalyst class is: 155.